Dataset: Full USPTO retrosynthesis dataset with 1.9M reactions from patents (1976-2016). Task: Predict the reactants needed to synthesize the given product. (1) The reactants are: [CH2:1]([CH:4]([CH2:7][CH2:8][CH2:9][CH2:10][CH3:11])[CH2:5][OH:6])[CH2:2][CH3:3].[OH:12][C:13]([CH2:15][CH2:16][CH2:17][CH2:18][CH2:19][CH2:20][CH2:21][CH2:22][CH3:23])=O. Given the product [O:6]([CH2:5][CH:4]([CH2:1][CH2:2][CH3:3])[CH2:7][CH2:8][CH2:9][CH2:10][CH3:11])[C:13]([CH2:15][CH2:16][CH2:17][CH2:18][CH2:19][CH2:20][CH2:21][CH2:22][CH3:23])=[O:12], predict the reactants needed to synthesize it. (2) Given the product [CH2:38]([S:35]([N:32]1[CH2:31][CH2:30][CH:29]([C:20]2[C:19]3[C:23](=[C:24]([C:26]([NH2:28])=[O:27])[CH:25]=[C:17]([C:9]4[S:10][C:6]([CH2:5][NH:4][CH2:3][CH:2]([CH3:1])[CH2:14][CH3:15])=[CH:7][CH:8]=4)[CH:18]=3)[NH:22][CH:21]=2)[CH2:34][CH2:33]1)(=[O:37])=[O:36])[CH3:39], predict the reactants needed to synthesize it. The reactants are: [CH3:1][CH:2]([CH2:14][CH3:15])[CH2:3][NH:4][CH2:5][C:6]1[S:10][C:9](B(O)O)=[CH:8][CH:7]=1.Br[C:17]1[CH:18]=[C:19]2[C:23](=[C:24]([C:26]([NH2:28])=[O:27])[CH:25]=1)[NH:22][CH:21]=[C:20]2[CH:29]1[CH2:34][CH2:33][N:32]([S:35]([CH2:38][CH3:39])(=[O:37])=[O:36])[CH2:31][CH2:30]1.C([O-])([O-])=O.[K+].[K+].O1CCOCC1. (3) Given the product [C:14]1([CH2:13][O:12][C:3]2[CH:4]=[CH:5][C:6]3[C:11](=[CH:10][CH:9]=[CH:8][CH:7]=3)[C:2]=2[B:25]([OH:28])[OH:26])[CH:19]=[CH:18][CH:17]=[CH:16][CH:15]=1, predict the reactants needed to synthesize it. The reactants are: Br[C:2]1[C:11]2[C:6](=[CH:7][CH:8]=[CH:9][CH:10]=2)[CH:5]=[CH:4][C:3]=1[O:12][CH2:13][C:14]1[CH:19]=[CH:18][CH:17]=[CH:16][CH:15]=1.[Li]CCCC.[B:25](OC)([O:28]C)[O:26]C. (4) Given the product [Cl:1][C:2]1[CH:3]=[C:4]([C:5]2[O:7][N:55]=[C:38]([C:39]3[CH:47]=[CH:46][CH:45]=[C:44]4[C:40]=3[CH:41]=[CH:42][N:43]4[CH2:48][CH2:49][C:50]([OH:52])=[O:51])[N:37]=2)[CH:8]=[CH:9][C:10]=1[O:11][CH:12]([CH3:14])[CH3:13], predict the reactants needed to synthesize it. The reactants are: [Cl:1][C:2]1[CH:3]=[C:4]([CH:8]=[CH:9][C:10]=1[O:11][CH:12]([CH3:14])[CH3:13])[C:5]([OH:7])=O.CCN=C=NCCCN(C)C.C1C=CC2N(O)N=NC=2C=1.O[NH:37][C:38](=[NH:55])[C:39]1[CH:47]=[CH:46][CH:45]=[C:44]2[C:40]=1[CH:41]=[CH:42][N:43]2[CH2:48][CH2:49][C:50]([O:52]CC)=[O:51]. (5) Given the product [CH3:19][C:20]([OH:28])([CH3:27])[CH2:21][C:22]1[S:23][C:24]([C:2]2[CH:7]=[CH:6][N:5]=[C:4]([NH:8][CH:9]3[CH2:14][C:13]([CH3:16])([CH3:15])[NH:12][C:11]([CH3:18])([CH3:17])[CH2:10]3)[N:3]=2)=[CH:25][CH:26]=1, predict the reactants needed to synthesize it. The reactants are: Cl[C:2]1[CH:7]=[CH:6][N:5]=[C:4]([NH:8][CH:9]2[CH2:14][C:13]([CH3:16])([CH3:15])[NH:12][C:11]([CH3:18])([CH3:17])[CH2:10]2)[N:3]=1.[CH3:19][C:20]([OH:28])([CH3:27])[CH2:21][C:22]1[S:23][CH:24]=[CH:25][CH:26]=1. (6) The reactants are: CNC1(C2C=CC=CC=2Cl)C(=O)CCCC1.CC1C=CC=C(C)C=1NC1SCCCN=1.CCCCCCC([O:40][C@@H:41]1[C@@:45]2([CH3:60])[CH2:46][CH2:47][C@@H:48]3[C@:58]4([CH3:59])[C:52](=[CH:53][C:54]([CH2:56][CH2:57]4)=[O:55])[CH2:51][CH2:50][C@H:49]3[C@@H:44]2[CH2:43][CH2:42]1)=O. Given the product [CH3:60][C@@:45]12[C@@H:41]([OH:40])[CH2:42][CH2:43][C@H:44]1[C@@H:49]1[CH2:50][CH2:51][C:52]3[C@@:58]([CH3:59])([C@H:48]1[CH2:47][CH2:46]2)[CH2:57][CH2:56][C:54](=[O:55])[CH:53]=3, predict the reactants needed to synthesize it. (7) Given the product [CH2:1]([O:8][C:9]1[CH:14]=[CH:13][C:12]([CH:15]([N:20]([CH3:28])[C:21](=[O:27])[O:22][C:23]([CH3:26])([CH3:25])[CH3:24])[CH2:16][CH2:17][CH2:18][OH:46])=[CH:11][CH:10]=1)[C:2]1[CH:7]=[CH:6][CH:5]=[CH:4][CH:3]=1, predict the reactants needed to synthesize it. The reactants are: [CH2:1]([O:8][C:9]1[CH:14]=[CH:13][C:12]([CH:15]([N:20]([CH3:28])[C:21](=[O:27])[O:22][C:23]([CH3:26])([CH3:25])[CH3:24])[CH2:16][CH2:17][C:18]#N)=[CH:11][CH:10]=1)[C:2]1[CH:7]=[CH:6][CH:5]=[CH:4][CH:3]=1.[H-].C([Al+]CC(C)C)C(C)C.CCCCCC.S([O-])([O-])(=O)=[O:46].[Na+].[Na+].[BH4-].[Na+].